Dataset: Full USPTO retrosynthesis dataset with 1.9M reactions from patents (1976-2016). Task: Predict the reactants needed to synthesize the given product. (1) Given the product [C:22]([NH:1][C:2]1[CH:3]=[CH:4][C:5]([C@@H:8]([CH3:13])[C:9]([O:11][CH3:12])=[O:10])=[CH:6][CH:7]=1)(=[O:21])[NH2:23], predict the reactants needed to synthesize it. The reactants are: [NH2:1][C:2]1[CH:7]=[CH:6][C:5]([C@@H:8]([CH3:13])[C:9]([O:11][CH3:12])=[O:10])=[CH:4][CH:3]=1.C1(C)C=CC=CC=1.[O-:21][C:22]#[N:23].[Na+]. (2) Given the product [C:1]1(=[O:8])[O:7][CH2:6][CH2:5][CH2:4][CH2:3][CH2:2]1.[CH2:9]1[O:16][C:14](=[O:15])[CH2:13][O:12][C:10]1=[O:11], predict the reactants needed to synthesize it. The reactants are: [C:1]1(=[O:8])[O:7][CH2:6][CH2:5][CH2:4][CH2:3][CH2:2]1.[CH2:9]1[O:16][C:14](=[O:15])[CH2:13][O:12][C:10]1=[O:11].C(O)(=O)CO.CCCCC(C([O-])=O)CC.CCCCC(C([O-])=O)CC.[Sn+2]. (3) Given the product [C:4]([O:3][C:1]([N:8]1[CH2:13][CH2:12][N:11]([C:23]([O:22][CH2:15][C:16]2[CH:21]=[CH:20][CH:19]=[CH:18][CH:17]=2)=[O:24])[C@H:10]([CH3:14])[CH2:9]1)=[O:2])([CH3:7])([CH3:6])[CH3:5], predict the reactants needed to synthesize it. The reactants are: [C:1]([N:8]1[CH2:13][CH2:12][NH:11][C@H:10]([CH3:14])[CH2:9]1)([O:3][C:4]([CH3:7])([CH3:6])[CH3:5])=[O:2].[CH2:15]([O:22][C:23](ON1C(=O)CCC1=O)=[O:24])[C:16]1[CH:21]=[CH:20][CH:19]=[CH:18][CH:17]=1.C([O-])(O)=O.[Na+].